Dataset: Catalyst prediction with 721,799 reactions and 888 catalyst types from USPTO. Task: Predict which catalyst facilitates the given reaction. (1) Reactant: CN(C(ON1N=NC2C=CC=NC1=2)=[N+](C)C)C.F[P-](F)(F)(F)(F)F.[NH2:25][CH2:26][C:27]1[C:28]([F:44])=[C:29]([O:34][C:35]2[CH:36]=[C:37]([CH:40]=[C:41]([Cl:43])[CH:42]=2)[C:38]#[N:39])[C:30]([Cl:33])=[CH:31][CH:32]=1.[CH3:45][C:46]([O:49][C:50]([NH:52][C:53]1[CH:54]=[CH:55][CH:56]=[C:57]2[C:61]=1[NH:60][C:59]([C:62](O)=[O:63])=[CH:58]2)=[O:51])([CH3:48])[CH3:47].CCN(C(C)C)C(C)C. Product: [Cl:33][C:30]1[CH:31]=[CH:32][C:27]([CH2:26][NH:25][C:62]([C:59]2[NH:60][C:61]3[C:57]([CH:58]=2)=[CH:56][CH:55]=[CH:54][C:53]=3[NH:52][C:50](=[O:51])[O:49][C:46]([CH3:47])([CH3:45])[CH3:48])=[O:63])=[C:28]([F:44])[C:29]=1[O:34][C:35]1[CH:36]=[C:37]([C:38]#[N:39])[CH:40]=[C:41]([Cl:43])[CH:42]=1. The catalyst class is: 3. (2) Reactant: C(OC([N:8]1[C@H:13]([C:14](=[O:24])[NH:15][N:16]2[CH2:21][CH2:20][CH2:19][C:18]([CH3:23])([CH3:22])[CH2:17]2)[CH2:12][C@@H:11]2[C@H:9]1[CH2:10]2)=O)(C)(C)C.[C:25]([OH:31])([C:27]([F:30])([F:29])[F:28])=[O:26]. Product: [F:28][C:27]([F:30])([F:29])[C:25]([OH:31])=[O:26].[CH3:22][C:18]1([CH3:23])[CH2:19][CH2:20][CH2:21][N:16]([NH:15][C:14]([C@@H:13]2[CH2:12][C@@H:11]3[C@@H:9]([CH2:10]3)[NH:8]2)=[O:24])[CH2:17]1. The catalyst class is: 2. (3) Reactant: [Cl:1][C:2]1[N:7]=[N:6][C:5]([OH:8])=[C:4]([C:9]2[CH:14]=[CH:13]C=CN=2)[C:3]=1[C:15]1[CH:20]=[CH:19][C:18]([Cl:21])=[CH:17][CH:16]=1.C[N:23]([CH:25]=O)C.[C:27]([O-])([O-])=O.[K+].[K+].Cl[CH2:34][C:35]1[C:36]([CH3:45])=[N:37][C:38]([C:41]([F:44])([F:43])[F:42])=[CH:39][CH:40]=1. The catalyst class is: 25. Product: [Cl:1][C:2]1[C:3]([C:15]2[CH:16]=[CH:17][C:18]([Cl:21])=[CH:19][CH:20]=2)=[C:4]([C:9]2[CH:14]=[CH:13][N:23]=[CH:25][CH:27]=2)[C:5](=[O:8])[N:6]([CH2:34][C:35]2[C:36]([CH3:45])=[N:37][C:38]([C:41]([F:44])([F:43])[F:42])=[CH:39][CH:40]=2)[N:7]=1. (4) Reactant: [O-]CC.[Na+].[NH2:5][CH2:6][CH2:7][CH2:8][O:9][C:10]1[CH:11]=[C:12]2[C:17](=[CH:18][CH:19]=1)[N:16]([CH3:20])[C:15](=[O:21])[CH:14]=[CH:13]2.Cl[CH2:23][CH2:24][C:25]([NH:27][C:28]1[CH:33]=[CH:32][CH:31]=[CH:30][C:29]=1[CH3:34])=[O:26]. Product: [CH3:20][N:16]1[C:17]2[C:12](=[CH:11][C:10]([O:9][CH2:8][CH2:7][CH2:6][NH:5][CH2:23][CH2:24][C:25]([NH:27][C:28]3[CH:33]=[CH:32][CH:31]=[CH:30][C:29]=3[CH3:34])=[O:26])=[CH:19][CH:18]=2)[CH:13]=[CH:14][C:15]1=[O:21]. The catalyst class is: 8. (5) Reactant: [Cl:1][C:2]1[CH:3]=[C:4]([CH:7]=[C:8]([O:10][C:11]2[C:12](=[O:31])[N:13]([CH2:21][C:22]3[C:30]4[C:25](=[N:26][CH:27]=[CH:28][CH:29]=4)[NH:24][N:23]=3)[CH:14]=[CH:15][C:16]=2[C:17]([F:20])([F:19])[F:18])[CH:9]=1)[C:5]#[N:6].[CH2:32]([N:34]([CH:38](C)C)[CH:35]([CH3:37])C)C.C(Cl)(=O)[O:42]C1C=CC([N+]([O-])=O)=CC=1.[CH3:54][N:55](CCNC)[C:56](=[O:62])[O:57][C:58]([CH3:61])([CH3:60])[CH3:59]. Product: [Cl:1][C:2]1[CH:9]=[C:8]([CH:7]=[C:4]([C:5]#[N:6])[CH:3]=1)[O:10][C:11]1[C:12](=[O:31])[N:13]([CH2:21][C:22]2[C:30]3[C:25](=[N:26][CH:27]=[CH:28][CH:29]=3)[N:24]([C:32]([N:34]([CH3:38])[CH2:35][CH2:37][N:55]([CH3:54])[C:56](=[O:62])[O:57][C:58]([CH3:61])([CH3:60])[CH3:59])=[O:42])[N:23]=2)[CH:14]=[CH:15][C:16]=1[C:17]([F:19])([F:20])[F:18]. The catalyst class is: 566. (6) Reactant: C1(P(C2C=CC3C(=CC=CC=3)C=2C2C3C(=CC=CC=3)C=CC=2)C2C=CC=CC=2)C=CC=CC=1.C(=O)([O-])[O-].[Cs+].[Cs+].[C:40]1([S:46]([C:49]2[CH:50]=[C:51](Br)[CH:52]=[CH:53][CH:54]=2)(=[O:48])=[O:47])[CH:45]=[CH:44][CH:43]=[CH:42][CH:41]=1.[C:56]([O:60][C:61]([N:63]1[CH2:68][CH2:67][NH:66][CH2:65][CH2:64]1)=[O:62])([CH3:59])([CH3:58])[CH3:57]. Product: [C:40]1([S:46]([C:49]2[CH:50]=[C:51]([N:66]3[CH2:65][CH2:64][N:63]([C:61]([O:60][C:56]([CH3:59])([CH3:58])[CH3:57])=[O:62])[CH2:68][CH2:67]3)[CH:52]=[CH:53][CH:54]=2)(=[O:48])=[O:47])[CH:45]=[CH:44][CH:43]=[CH:42][CH:41]=1. The catalyst class is: 12.